From a dataset of Full USPTO retrosynthesis dataset with 1.9M reactions from patents (1976-2016). Predict the reactants needed to synthesize the given product. (1) Given the product [C:12]1([C@H:18]([O:23][C:24]2[CH:25]=[C:26]([CH:27]=[C:7]3[S:1][C:2](=[S:3])[N:4]([CH2:8][C:9]([OH:11])=[O:10])[C:5]3=[O:6])[CH:29]=[CH:30][C:31]=2[O:32][CH2:33][C@H:34]([C:36]2[CH:37]=[CH:38][CH:39]=[CH:40][CH:41]=2)[CH3:35])[C:19]([F:22])([F:21])[F:20])[CH:17]=[CH:16][CH:15]=[CH:14][CH:13]=1, predict the reactants needed to synthesize it. The reactants are: [S:1]1[CH2:7][C:5](=[O:6])[N:4]([CH2:8][C:9]([OH:11])=[O:10])[C:2]1=[S:3].[C:12]1([C@H:18]([O:23][C:24]2[CH:25]=[C:26]([CH:29]=[CH:30][C:31]=2[O:32][CH2:33][C@H:34]([C:36]2[CH:41]=[CH:40][CH:39]=[CH:38][CH:37]=2)[CH3:35])[CH:27]=O)[C:19]([F:22])([F:21])[F:20])[CH:17]=[CH:16][CH:15]=[CH:14][CH:13]=1.C([O-])(=O)C.[NH4+]. (2) Given the product [O:25]1[CH:26]=[CH:27][CH:28]=[C:24]1[C:22]1[N:17]=[C:7]2[CH:6]=[CH:5][C:4]3[C:3]([C:2]([F:1])([F:18])[F:19])=[CH:12][C:11]([C:13]([F:16])([F:15])[F:14])=[N:10][C:9]=3[N:8]2[CH:21]=1, predict the reactants needed to synthesize it. The reactants are: [F:1][C:2]([F:19])([F:18])[C:3]1[CH:12]=[C:11]([C:13]([F:16])([F:15])[F:14])[N:10]=[C:9]2[C:4]=1[CH:5]=[CH:6][C:7]([NH2:17])=[N:8]2.Br[CH2:21][C:22]([C:24]1[O:25][CH:26]=[CH:27][CH:28]=1)=O. (3) Given the product [F:16][C:15]([F:18])([F:17])[C:13]1[CH:12]=[CH:11][N:10]=[C:9]([NH:8][C:6]2[CH:5]=[C:4]([C:19]3[S:23][C:22]([C:24]([OH:27])([CH3:26])[CH3:25])=[N:21][CH:20]=3)[CH:3]=[C:2]([C:33]#[C:32][Si:29]([CH3:31])([CH3:30])[CH3:28])[CH:7]=2)[N:14]=1, predict the reactants needed to synthesize it. The reactants are: Br[C:2]1[CH:3]=[C:4]([C:19]2[S:23][C:22]([C:24]([OH:27])([CH3:26])[CH3:25])=[N:21][CH:20]=2)[CH:5]=[C:6]([NH:8][C:9]2[N:14]=[C:13]([C:15]([F:18])([F:17])[F:16])[CH:12]=[CH:11][N:10]=2)[CH:7]=1.[CH3:28][Si:29]([C:32]#[CH:33])([CH3:31])[CH3:30].CCN(C(C)C)C(C)C. (4) The reactants are: [OH:1][CH2:2][CH2:3][CH:4]1[CH2:8][N:7]([CH2:9][C:10]2[CH:15]=[CH:14][C:13]([CH3:16])=[CH:12][CH:11]=2)[C:6](=[O:17])[N:5]1[CH2:18][CH2:19][CH3:20].N1C=CC=CC=1.[C:27]1([CH3:47])[CH:32]=[CH:31][C:30]([S:33](O[S:33]([C:30]2[CH:31]=[CH:32][C:27]([CH3:47])=[CH:28][CH:29]=2)(=[O:35])=[O:34])(=[O:35])=[O:34])=[CH:29][CH:28]=1.N#N. Given the product [CH3:16][C:13]1[CH:14]=[CH:15][C:10]([CH2:9][N:7]2[CH2:8][CH:4]([CH2:3][CH2:2][O:1][S:33]([C:30]3[CH:31]=[CH:32][C:27]([CH3:47])=[CH:28][CH:29]=3)(=[O:35])=[O:34])[N:5]([CH2:18][CH2:19][CH3:20])[C:6]2=[O:17])=[CH:11][CH:12]=1, predict the reactants needed to synthesize it. (5) Given the product [N:1]1[N:2]([C:10]2[CH:15]=[C:14]([CH3:16])[CH:13]=[C:12]([CH2:11][Cl:25])[C:18]=2[OH:19])[N:3]=[C:4]2[CH:9]=[CH:8][CH:7]=[CH:6][C:5]=12, predict the reactants needed to synthesize it. The reactants are: [N:1]1[N:2]([C:10]2[CH:15]=[C:14]([CH3:16])[CH:13]=[CH:12][C:11]=2O)[N:3]=[C:4]2[CH:9]=[CH:8][CH:7]=[CH:6][C:5]=12.[CH2:18]=[O:19].S(=O)(=O)(O)O.[ClH:25].